From a dataset of Reaction yield outcomes from USPTO patents with 853,638 reactions. Predict the reaction yield, written as a fraction of the theoretical maximum amount of product (1.0 means a 100% yield; for example, 0.34 means a 34% yield). (1) The reactants are Cl.C(OC([N:9]1[CH2:22][C:12]2=[C:13]3[N:18]([N:19]=[C:11]2[CH2:10]1)[CH:17]=[C:16]([Cl:20])[C:15]([CH3:21])=[N:14]3)=O)(C)(C)C. The catalyst is CC(O)=O.C(Cl)Cl. The product is [Cl:20][C:16]1[C:15]([CH3:21])=[N:14][C:13]2[N:18]([N:19]=[C:11]3[CH2:10][NH:9][CH2:22][C:12]3=2)[CH:17]=1. The yield is 0.780. (2) The reactants are [CH3:1][C:2]1([CH3:11])[O:6][C@@H:5]([CH:7]=O)[C:4]([CH3:10])([CH3:9])[O:3]1.[OH2:12].Cl.[NH2:14]O.C([O-])([O-])=O.[Na+].[Na+]. The catalyst is CO. The yield is 0.740. The product is [CH3:1][C:2]1([CH3:11])[O:6][C@@H:5]([CH:7]=[N:14][OH:12])[C:4]([CH3:10])([CH3:9])[O:3]1.